Predict the reaction yield, written as a fraction of the theoretical maximum amount of product (1.0 means a 100% yield; for example, 0.34 means a 34% yield). From a dataset of Reaction yield outcomes from USPTO patents with 853,638 reactions. The reactants are [O:1]1[C:5]2[CH:6]=[CH:7][C:8]([C:10]3([CH:16]=O)[CH2:15][CH2:14][CH2:13][CH2:12][CH2:11]3)=[CH:9][C:4]=2[O:3][CH2:2]1.[CH3:18][NH:19][CH3:20]. No catalyst specified. The product is [O:1]1[C:5]2[CH:6]=[CH:7][C:8]([C:10]3([CH2:16][N:19]([CH3:20])[CH3:18])[CH2:15][CH2:14][CH2:13][CH2:12][CH2:11]3)=[CH:9][C:4]=2[O:3][CH2:2]1. The yield is 0.330.